This data is from Peptide-MHC class I binding affinity with 185,985 pairs from IEDB/IMGT. The task is: Regression. Given a peptide amino acid sequence and an MHC pseudo amino acid sequence, predict their binding affinity value. This is MHC class I binding data. (1) The peptide sequence is ISDPLTSGL. The MHC is HLA-B57:01 with pseudo-sequence HLA-B57:01. The binding affinity (normalized) is 0.0847. (2) The peptide sequence is YVFPVIFSR. The MHC is Patr-A0901 with pseudo-sequence Patr-A0901. The binding affinity (normalized) is 0.